Predict hERG channel inhibition at various concentrations. From a dataset of hERG Central: cardiac toxicity at 1µM, 10µM, and general inhibition. (1) The molecule is O=C(CNC(=O)c1ccc(Oc2ccccc2)cc1)OC1CCCCC1=O. Results: hERG_inhib (hERG inhibition (general)): blocker. (2) The molecule is CCN(CC)CCCNc1nc2ccccc2c2nc(-c3ccncc3)nn12. Results: hERG_inhib (hERG inhibition (general)): blocker. (3) The drug is CCc1ccc(NC(=O)c2cnn(-c3ccccc3)c2C2CCNCC2)cc1.Cl. Results: hERG_inhib (hERG inhibition (general)): blocker. (4) The compound is COc1ccc(/C=N/n2cnc3c([nH]c4ccc(F)cc43)c2=O)cc1CN1CCCC1. Results: hERG_inhib (hERG inhibition (general)): blocker. (5) The molecule is CS(=O)(=O)Nc1ccc(C(=O)CC(=O)Nc2ccc([N+](=O)[O-])cc2)cc1. Results: hERG_inhib (hERG inhibition (general)): blocker. (6) The compound is CN1CCN(c2ccc([N+](=O)[O-])c(NCc3ccco3)c2)CC1. Results: hERG_inhib (hERG inhibition (general)): blocker. (7) The drug is CC[n+]1ccccc1/C=C1\Sc2ccc(C)cc2N1C.[I-]. Results: hERG_inhib (hERG inhibition (general)): blocker.